This data is from Reaction yield outcomes from USPTO patents with 853,638 reactions. The task is: Predict the reaction yield, written as a fraction of the theoretical maximum amount of product (1.0 means a 100% yield; for example, 0.34 means a 34% yield). The reactants are [Cl:1][C:2]1[CH:7]=[CH:6][CH:5]=[CH:4][C:3]=1[S:8]([N:11]1[CH2:16][CH2:15][CH2:14][CH:13]([C:17]([OH:19])=O)[CH2:12]1)(=[O:10])=[O:9].[NH:20]1[CH:29]2[CH:24]([CH2:25][CH2:26][CH2:27][CH2:28]2)[CH2:23][CH2:22][CH2:21]1. No catalyst specified. The product is [Cl:1][C:2]1[CH:7]=[CH:6][CH:5]=[CH:4][C:3]=1[S:8]([N:11]1[CH2:16][CH2:15][CH2:14][CH:13]([C:17]([N:20]2[CH:29]3[CH:24]([CH2:25][CH2:26][CH2:27][CH2:28]3)[CH2:23][CH2:22][CH2:21]2)=[O:19])[CH2:12]1)(=[O:9])=[O:10]. The yield is 0.870.